Dataset: Forward reaction prediction with 1.9M reactions from USPTO patents (1976-2016). Task: Predict the product of the given reaction. (1) Given the reactants CC1(C)C(C)(C)OB([C:9]2[CH:13]=[CH:12][O:11][CH:10]=2)O1.Br[C:16]1[CH:17]=[CH:18][C:19]([CH3:23])=[C:20]([CH:22]=1)[NH2:21], predict the reaction product. The product is: [O:11]1[CH:12]=[CH:13][C:9]([C:16]2[CH:17]=[CH:18][C:19]([CH3:23])=[C:20]([CH:22]=2)[NH2:21])=[CH:10]1. (2) Given the reactants [F:1][C:2]1[CH:36]=[CH:35][C:5]([CH2:6][O:7][C:8]2[CH:32]=[CH:31][C:11]([CH2:12][N:13]([C:24]([C:26]3[S:27][CH:28]=[CH:29][CH:30]=3)=[O:25])[CH2:14][CH2:15][NH:16]C(=O)OC(C)(C)C)=[CH:10][C:9]=2[O:33][CH3:34])=[CH:4][CH:3]=1.Cl, predict the reaction product. The product is: [NH2:16][CH2:15][CH2:14][N:13]([CH2:12][C:11]1[CH:31]=[CH:32][C:8]([O:7][CH2:6][C:5]2[CH:4]=[CH:3][C:2]([F:1])=[CH:36][CH:35]=2)=[C:9]([O:33][CH3:34])[CH:10]=1)[C:24]([C:26]1[S:27][CH:28]=[CH:29][CH:30]=1)=[O:25].